Dataset: Full USPTO retrosynthesis dataset with 1.9M reactions from patents (1976-2016). Task: Predict the reactants needed to synthesize the given product. (1) Given the product [O:22]=[C:17]([CH2:18][C:19]([OH:21])=[O:20])[CH2:72][C:71]([S:74][CH2:75][CH2:76][NH:77][C:78](=[O:121])[CH2:79][CH2:80][NH:81][C:82](=[O:120])[C@H:83]([OH:119])[C:84]([CH3:117])([CH3:118])[CH2:85][O:86][P:87]([OH:116])(=[O:115])[O:88][P:89]([OH:114])(=[O:113])[O:90][CH2:91][C@H:92]1[O:96][C@@H:95]([N:97]2[C:106]3[N:105]=[CH:104][N:103]=[C:101]([NH2:102])[C:100]=3[N:99]=[CH:98]2)[C@H:94]([OH:107])[C@@H:93]1[O:108][P:109]([OH:112])([OH:111])=[O:110])=[O:73], predict the reactants needed to synthesize it. The reactants are: C(O)CC=C.C=CC=C.C([O-])(=O)C=CC=C.[C:17](SCCNC(=O)CCNC(=O)[C@H](O)C(C)(C)COP(O)(=O)OP(O)(=O)OC[C@H]1O[C@@H](N2C3N=CN=C(N)C=3N=C2)[C@H](O)[C@@H]1OP(O)(O)=O)(=[O:22])[CH2:18][C:19]([OH:21])=[O:20].[C:71]([S:74][CH2:75][CH2:76][NH:77][C:78](=[O:121])[CH2:79][CH2:80][NH:81][C:82](=[O:120])[C@H:83]([OH:119])[C:84]([CH3:118])([CH3:117])[CH2:85][O:86][P:87]([OH:116])(=[O:115])[O:88][P:89]([OH:114])(=[O:113])[O:90][CH2:91][C@H:92]1[O:96][C@@H:95]([N:97]2[C:106]3[N:105]=[CH:104][N:103]=[C:101]([NH2:102])[C:100]=3[N:99]=[CH:98]2)[C@H:94]([OH:107])[C@@H:93]1[O:108][P:109]([OH:112])([OH:111])=[O:110])(=[O:73])[CH3:72]. (2) Given the product [C:1]([O:5][C:6](=[O:19])[NH:7][C@H:8]([C:12]1[CH:17]=[CH:16][CH:15]=[C:14]([F:18])[CH:13]=1)[CH2:9][CH:10]=[O:11])([CH3:4])([CH3:2])[CH3:3], predict the reactants needed to synthesize it. The reactants are: [C:1]([O:5][C:6](=[O:19])[NH:7][C@H:8]([C:12]1[CH:17]=[CH:16][CH:15]=[C:14]([F:18])[CH:13]=1)[CH2:9][CH2:10][OH:11])([CH3:4])([CH3:3])[CH3:2].CC(OI1(OC(C)=O)(OC(C)=O)OC(=O)C2C=CC=CC1=2)=O.[OH-].[Na+]. (3) The reactants are: [CH3:1][C@@H:2]1[CH2:6][CH2:5][CH2:4][N:3]1[CH2:7][CH2:8][CH2:9][O:10][C:11]1[CH:16]=[CH:15][C:14]([CH:17]2[CH2:22][CH2:21][NH:20][CH2:19][CH2:18]2)=[CH:13][CH:12]=1.C(N(CC)CC)C.[C:30]([C:32]1[CH:40]=[CH:39][C:35]([C:36](Cl)=[O:37])=[CH:34][CH:33]=1)#[N:31]. Given the product [CH3:1][C@@H:2]1[CH2:6][CH2:5][CH2:4][N:3]1[CH2:7][CH2:8][CH2:9][O:10][C:11]1[CH:12]=[CH:13][C:14]([CH:17]2[CH2:18][CH2:19][N:20]([C:36]([C:35]3[CH:39]=[CH:40][C:32]([C:30]#[N:31])=[CH:33][CH:34]=3)=[O:37])[CH2:21][CH2:22]2)=[CH:15][CH:16]=1, predict the reactants needed to synthesize it.